From a dataset of Reaction yield outcomes from USPTO patents with 853,638 reactions. Predict the reaction yield, written as a fraction of the theoretical maximum amount of product (1.0 means a 100% yield; for example, 0.34 means a 34% yield). (1) The product is [C:10]([O:14][C:15]([N:17]1[CH2:21][CH2:20][CH2:19][CH:18]1[C:22]1[NH:9][C:4]2[CH:3]=[C:2]([Br:1])[CH:7]=[CH:6][C:5]=2[N:8]=1)=[O:16])([CH3:13])([CH3:11])[CH3:12]. The catalyst is C(O)C. The reactants are [Br:1][C:2]1[CH:3]=[C:4]([NH2:9])[C:5]([NH2:8])=[CH:6][CH:7]=1.[C:10]([O:14][C:15]([N:17]1[CH2:21][CH2:20][CH2:19][CH:18]1[CH:22]=O)=[O:16])([CH3:13])([CH3:12])[CH3:11]. The yield is 0.550. (2) The reactants are [NH2:1][C:2]1[CH:10]=[C:9](Br)[CH:8]=[CH:7][C:3]=1[C:4]([NH2:6])=[O:5].[CH3:12][N:13]1[CH:17]=[C:16](B2OC(C)(C)C(C)(C)O2)[CH:15]=[N:14]1.C([O-])([O-])=O.[Na+].[Na+]. The catalyst is Cl[Pd](Cl)([P](C1C=CC=CC=1)(C1C=CC=CC=1)C1C=CC=CC=1)[P](C1C=CC=CC=1)(C1C=CC=CC=1)C1C=CC=CC=1.C(#N)C. The product is [NH2:1][C:2]1[CH:10]=[C:9]([C:16]2[CH:15]=[N:14][N:13]([CH3:12])[CH:17]=2)[CH:8]=[CH:7][C:3]=1[C:4]([NH2:6])=[O:5]. The yield is 0.860.